From a dataset of Peptide-MHC class I binding affinity with 185,985 pairs from IEDB/IMGT. Regression. Given a peptide amino acid sequence and an MHC pseudo amino acid sequence, predict their binding affinity value. This is MHC class I binding data. The peptide sequence is TLWKAGILY. The MHC is HLA-A33:01 with pseudo-sequence HLA-A33:01. The binding affinity (normalized) is 0.0641.